This data is from Catalyst prediction with 721,799 reactions and 888 catalyst types from USPTO. The task is: Predict which catalyst facilitates the given reaction. (1) Reactant: Br[C:2]1[CH:3]=[C:4]2[C:8](=[C:9]([C:11]([NH2:13])=[O:12])[CH:10]=1)[NH:7][CH:6]=[C:5]2[CH2:14][CH:15]1[CH2:19][CH2:18][S:17](=[O:21])(=[O:20])[CH2:16]1.[S:22]1[CH:26]=[CH:25][CH:24]=[C:23]1B(O)O.C(=O)([O-])[O-].[K+].[K+]. Product: [O:20]=[S:17]1(=[O:21])[CH2:18][CH2:19][CH:15]([CH2:14][C:5]2[C:4]3[C:8](=[C:9]([C:11]([NH2:13])=[O:12])[CH:10]=[C:2]([C:24]4[CH:25]=[CH:26][S:22][CH:23]=4)[CH:3]=3)[NH:7][CH:6]=2)[CH2:16]1. The catalyst class is: 117. (2) Reactant: [CH2:1]([O:3][CH:4]([O:17][CH2:18][CH3:19])[CH2:5][N:6]1[C:10]([NH2:11])=[CH:9][C:8]([C:12]2[S:16][CH:15]=[N:14][CH:13]=2)=[N:7]1)[CH3:2].Br[C:21]1[CH:26]=[C:25]([N+:27]([O-:29])=[O:28])[CH:24]=[CH:23][C:22]=1[CH3:30].CC1(C)C2C(=C(P(C3C=CC=CC=3)C3C=CC=CC=3)C=CC=2)OC2C(P(C3C=CC=CC=3)C3C=CC=CC=3)=CC=CC1=2.C(=O)([O-])[O-].[Cs+].[Cs+]. Product: [CH2:18]([O:17][CH:4]([O:3][CH2:1][CH3:2])[CH2:5][N:6]1[C:10]([NH:11][C:21]2[CH:26]=[C:25]([N+:27]([O-:29])=[O:28])[CH:24]=[CH:23][C:22]=2[CH3:30])=[CH:9][C:8]([C:12]2[S:16][CH:15]=[N:14][CH:13]=2)=[N:7]1)[CH3:19]. The catalyst class is: 160. (3) The catalyst class is: 14. Product: [Cl:22][C:17]1[CH:16]=[C:15]([NH:14][C:5]2[C:4]3[C:9](=[CH:10][CH:11]=[C:2]([NH:1][CH2:33][C:25]4[N:24]([CH3:23])[C:28]5[CH:29]=[CH:30][CH:31]=[CH:32][C:27]=5[N:26]=4)[CH:3]=3)[N:8]=[CH:7][C:6]=2[C:12]#[N:13])[CH:20]=[CH:19][C:18]=1[F:21]. Reactant: [NH2:1][C:2]1[CH:3]=[C:4]2[C:9](=[CH:10][CH:11]=1)[N:8]=[CH:7][C:6]([C:12]#[N:13])=[C:5]2[NH:14][C:15]1[CH:20]=[CH:19][C:18]([F:21])=[C:17]([Cl:22])[CH:16]=1.[CH3:23][N:24]1[C:28]2[CH:29]=[CH:30][CH:31]=[CH:32][C:27]=2[N:26]=[C:25]1[CH:33]=O.[BH3-]C#N.[Na+]. (4) Reactant: [CH3:1][O:2][C:3]1[CH:4]=[C:5]2[C:10](=[CH:11][C:12]=1[O:13][CH3:14])[N:9]=[CH:8][N:7]=[C:6]2[O:15][C:16]1[CH:22]=[CH:21][C:19]([NH2:20])=[CH:18][CH:17]=1.Cl[C:24](Cl)([O:26][C:27](=[O:33])OC(Cl)(Cl)Cl)Cl.[CH2:35]([N:37]([CH2:42][CH3:43])[CH2:38][CH2:39]CO)[CH3:36].C(=O)(O)[O-].[Na+]. Product: [CH3:1][O:2][C:3]1[CH:4]=[C:5]2[C:10](=[CH:11][C:12]=1[O:13][CH3:14])[N:9]=[CH:8][N:7]=[C:6]2[O:15][C:16]1[CH:22]=[CH:21][C:19]([NH:20][C:27](=[O:33])[O:26][CH2:24][CH2:36][CH2:35][N:37]([CH2:42][CH3:43])[CH2:38][CH3:39])=[CH:18][CH:17]=1. The catalyst class is: 208. (5) Reactant: [CH2:1]([O:3][C:4]1[CH:5]=[C:6]([CH:27]=[CH:28][C:29]=1[O:30][CH3:31])[CH2:7][N:8]1[CH2:13][CH2:12][CH:11]([NH:14][C:15]2[O:16][C:17]3[C:23]([C:24]([OH:26])=O)=[CH:22][CH:21]=[CH:20][C:18]=3[N:19]=2)[CH2:10][CH2:9]1)[CH3:2].C1N=[CH:35][N:34](C(N2C=NC=C2)=O)[CH:33]=1.CNC.C(O)C. Product: [CH3:33][N:34]([CH3:35])[C:24]([C:23]1[C:17]2[O:16][C:15]([NH:14][CH:11]3[CH2:10][CH2:9][N:8]([CH2:7][C:6]4[CH:27]=[CH:28][C:29]([O:30][CH3:31])=[C:4]([O:3][CH2:1][CH3:2])[CH:5]=4)[CH2:13][CH2:12]3)=[N:19][C:18]=2[CH:20]=[CH:21][CH:22]=1)=[O:26]. The catalyst class is: 3. (6) Reactant: [C:1]([O:5][C:6]([N:8]1[CH2:13][CH2:12][C@@H:11]([C:14]2[CH:19]=[CH:18][C:17]([F:20])=[CH:16][CH:15]=2)[C@H:10]([OH:21])[CH2:9]1)=[O:7])([CH3:4])([CH3:3])[CH3:2].FS([C:26]([F:31])([F:30])C(O)=O)(=O)=O. Product: [F:30][CH:26]([F:31])[O:21][C@H:10]1[C@H:11]([C:14]2[CH:15]=[CH:16][C:17]([F:20])=[CH:18][CH:19]=2)[CH2:12][CH2:13][N:8]([C:6]([O:5][C:1]([CH3:4])([CH3:2])[CH3:3])=[O:7])[CH2:9]1. The catalyst class is: 767. (7) Reactant: C([O-])(=O)C.[NH4+].[C:6]([O:10][C:11](=[O:26])[CH2:12][O:13][C:14]1[C:19]2[CH2:20][CH2:21][CH2:22][CH2:23][C:24](=O)[C:18]=2[CH:17]=[CH:16][CH:15]=1)([CH3:9])([CH3:8])[CH3:7].C([BH3-])#[N:28].[Na+]. Product: [C:6]([O:10][C:11](=[O:26])[CH2:12][O:13][C:14]1[C:19]2[CH2:20][CH2:21][CH2:22][CH2:23][CH:24]([NH2:28])[C:18]=2[CH:17]=[CH:16][CH:15]=1)([CH3:9])([CH3:8])[CH3:7]. The catalyst class is: 5. (8) Reactant: [Br:1][C:2]1[S:6][C:5]([CH:7](O)[CH3:8])=[C:4]([C:10]([O:12][CH2:13][CH3:14])=[O:11])[CH:3]=1.C([SiH](CC)CC)C. Product: [Br:1][C:2]1[S:6][C:5]([CH2:7][CH3:8])=[C:4]([C:10]([O:12][CH2:13][CH3:14])=[O:11])[CH:3]=1. The catalyst class is: 55. (9) Reactant: [N:1]1[CH:6]=[CH:5][C:4]([CH:7]=O)=[CH:3][CH:2]=1.[NH2:9][CH2:10][CH2:11][C:12]1[CH:13]=[N:14][CH:15]=[CH:16][CH:17]=1.CO.[BH4-].[Na+]. The catalyst class is: 6. Product: [N:14]1[CH:15]=[CH:16][CH:17]=[C:12]([CH2:11][CH2:10][NH:9][CH2:7][C:4]2[CH:5]=[CH:6][N:1]=[CH:2][CH:3]=2)[CH:13]=1. (10) Reactant: S(Cl)(Cl)=O.C(N(C(C)C)C(C)C)C.[CH:14]1([NH:20][C:21]2[CH:26]=[CH:25][CH:24]=[CH:23][CH:22]=2)[CH2:19][CH2:18][CH2:17][CH2:16][CH2:15]1.[CH3:27][CH:28]1[CH2:32][CH2:31][CH2:30][O:29]1.[C:33]1(C)[CH:38]=CC=[CH:35][CH:34]=1. Product: [CH:21]1([N:20]([C:14]2[CH:19]=[CH:18][CH:17]=[CH:16][CH:15]=2)[C:30](=[O:29])/[CH:31]=[CH:32]/[C:28]2[CH:35]=[CH:34][CH:33]=[CH:38][CH:27]=2)[CH2:26][CH2:25][CH2:24][CH2:23][CH2:22]1. The catalyst class is: 6.